Dataset: Full USPTO retrosynthesis dataset with 1.9M reactions from patents (1976-2016). Task: Predict the reactants needed to synthesize the given product. (1) Given the product [O:26]1[CH2:27][CH2:28][CH2:29][CH2:30][CH:25]1[O:24][C:23]1[CH:31]=[CH:32][C:20]([N:12]2[CH2:11][CH2:10][CH:9]([O:8][C:7]3[CH:15]=[CH:16][C:4]([O:3][C:2]([F:1])([F:17])[F:18])=[CH:5][CH:6]=3)[CH2:14][CH2:13]2)=[CH:21][CH:22]=1, predict the reactants needed to synthesize it. The reactants are: [F:1][C:2]([F:18])([F:17])[O:3][C:4]1[CH:16]=[CH:15][C:7]([O:8][CH:9]2[CH2:14][CH2:13][NH:12][CH2:11][CH2:10]2)=[CH:6][CH:5]=1.Br[C:20]1[CH:32]=[CH:31][C:23]([O:24][CH:25]2[CH2:30][CH2:29][CH2:28][CH2:27][O:26]2)=[CH:22][CH:21]=1.C(=O)([O-])[O-].[Cs+].[Cs+].C(OCC)(=O)C. (2) Given the product [F:26][C:20]1[CH:21]=[C:22]([F:25])[CH:23]=[CH:24][C:19]=1[O:18][C:10]1[CH:11]=[CH:12][C:13]([N+:15]([O-:17])=[O:16])=[CH:14][C:9]=1[C:5]1[C:6]([F:8])=[CH:7][C:2]([OH:27])=[N:3][CH:4]=1, predict the reactants needed to synthesize it. The reactants are: Cl[C:2]1[CH:7]=[C:6]([F:8])[C:5]([C:9]2[CH:14]=[C:13]([N+:15]([O-:17])=[O:16])[CH:12]=[CH:11][C:10]=2[O:18][C:19]2[CH:24]=[CH:23][C:22]([F:25])=[CH:21][C:20]=2[F:26])=[CH:4][N:3]=1.[OH-:27].[K+].CC(C1C=C(C(C)C)C(C2C=CC=CC=2P(C2CCCCC2)C2CCCCC2)=C(C(C)C)C=1)C.Cl. (3) The reactants are: [C:1]([O:5][C:6]([N:8]1[CH2:13][CH2:12][CH2:11][C@@H:10]([C:14]([OH:16])=O)[CH2:9]1)=[O:7])([CH3:4])([CH3:3])[CH3:2].C[N:18](C(ON1N=NC2C=CC=NC1=2)=[N+](C)C)C.F[P-](F)(F)(F)(F)F.CCN(C(C)C)C(C)C.Cl.[CH2:51]([O:58][C:59](=[O:79])[NH:60][CH2:61][CH2:62][CH2:63][CH2:64][C@H:65]([ClH]N)[C:66]([C:68]1[S:69][C:70]2[CH:76]=[CH:75][CH:74]=[CH:73][C:71]=2[N:72]=1)=[O:67])[C:52]1[CH:57]=[CH:56][CH:55]=[CH:54][CH:53]=1. Given the product [C:1]([O:5][C:6]([N:8]1[CH2:13][CH2:12][CH2:11][C@@H:10]([C:14](=[O:16])[NH:18][C@H:65]([C:66]([C:68]2[S:69][C:70]3[CH:76]=[CH:75][CH:74]=[CH:73][C:71]=3[N:72]=2)=[O:67])[CH2:64][CH2:63][CH2:62][CH2:61][NH:60][C:59]([O:58][CH2:51][C:52]2[CH:57]=[CH:56][CH:55]=[CH:54][CH:53]=2)=[O:79])[CH2:9]1)=[O:7])([CH3:2])([CH3:3])[CH3:4], predict the reactants needed to synthesize it. (4) The reactants are: [O:1]=[C:2]1[NH:7][CH:6]=[N:5][C:4]2[O:8][C:9]([C:17]3[CH:22]=[CH:21][C:20]([C:23]4([NH:27][C:28](=[O:34])[O:29][C:30]([CH3:33])([CH3:32])[CH3:31])[CH2:26][CH2:25][CH2:24]4)=[CH:19][CH:18]=3)=[C:10]([C:11]3[CH:16]=[CH:15][CH:14]=[CH:13][CH:12]=3)[C:3]1=2.C([O-])([O-])=O.[K+].[K+].[Na+].[I-].Br[CH2:44][CH:45]1[CH2:47][CH2:46]1. Given the product [CH:45]1([CH2:44][N:7]2[C:2](=[O:1])[C:3]3[C:10]([C:11]4[CH:12]=[CH:13][CH:14]=[CH:15][CH:16]=4)=[C:9]([C:17]4[CH:22]=[CH:21][C:20]([C:23]5([NH:27][C:28](=[O:34])[O:29][C:30]([CH3:31])([CH3:33])[CH3:32])[CH2:24][CH2:25][CH2:26]5)=[CH:19][CH:18]=4)[O:8][C:4]=3[N:5]=[CH:6]2)[CH2:47][CH2:46]1, predict the reactants needed to synthesize it.